From a dataset of Full USPTO retrosynthesis dataset with 1.9M reactions from patents (1976-2016). Predict the reactants needed to synthesize the given product. (1) Given the product [F:41][C:42]1[CH:43]=[CH:44][C:45]([NH:48][CH2:49][C:50]([NH:1][C@:2]23[CH2:37][CH2:36][C@@H:35]([C:38]([CH3:40])=[CH2:39])[C@@H:3]2[C@@H:4]2[C@@:17]([CH3:20])([CH2:18][CH2:19]3)[C@@:16]3([CH3:21])[C@@H:7]([C@:8]4([CH3:34])[C@@H:13]([CH2:14][CH2:15]3)[C:12]([CH3:23])([CH3:22])[C:11]([C:24]3[CH:25]=[CH:26][C:27]([C:28]([OH:30])=[O:29])=[CH:32][CH:33]=3)=[CH:10][CH2:9]4)[CH2:6][CH2:5]2)=[O:52])=[CH:46][CH:47]=1, predict the reactants needed to synthesize it. The reactants are: [NH2:1][C@:2]12[CH2:37][CH2:36][C@@H:35]([C:38]([CH3:40])=[CH2:39])[C@@H:3]1[C@@H:4]1[C@@:17]([CH3:20])([CH2:18][CH2:19]2)[C@@:16]2([CH3:21])[C@@H:7]([C@:8]3([CH3:34])[C@@H:13]([CH2:14][CH2:15]2)[C:12]([CH3:23])([CH3:22])[C:11]([C:24]2[CH:33]=[CH:32][C:27]([C:28]([O:30]C)=[O:29])=[CH:26][CH:25]=2)=[CH:10][CH2:9]3)[CH2:6][CH2:5]1.[F:41][C:42]1[CH:47]=[CH:46][C:45]([NH:48][CH2:49][C:50]([OH:52])=O)=[CH:44][CH:43]=1. (2) Given the product [CH2:24]([O:26][C:27](=[O:32])[CH2:28][N:29]1[C:4](=[O:5])[C:6]2[CH:7]=[N:8][C:9]3[C:10]([O:22][CH3:23])=[CH:11][CH:12]=[CH:13][C:14]=3[C:15]=2[N:16]([CH:17]2[CH2:18][CH2:19][CH2:20][CH2:21]2)[C:30]1=[O:31])[CH3:25], predict the reactants needed to synthesize it. The reactants are: C(O[C:4]([C:6]1[CH:7]=[N:8][C:9]2[C:14]([C:15]=1[NH:16][CH:17]1[CH2:21][CH2:20][CH2:19][CH2:18]1)=[CH:13][CH:12]=[CH:11][C:10]=2[O:22][CH3:23])=[O:5])C.[CH2:24]([O:26][C:27](=[O:32])[CH2:28][N:29]=[C:30]=[O:31])[CH3:25]. (3) Given the product [O:67]1[C:68]2[CH:74]=[CH:73][CH:72]=[CH:71][C:69]=2[N:70]=[C:66]1[S:65][CH2:26][CH2:27][N:28]1[CH2:29][CH2:30][N:31]([CH2:34][C:35]([NH:37][C:38]2[C:39]([N:50]3[CH2:51][CH2:52][CH2:53][CH2:54]3)=[N:40][C:41]([CH3:49])=[CH:42][C:43]=2[N:44]2[CH2:45][CH2:46][CH2:47][CH2:48]2)=[O:36])[CH2:32][CH2:33]1, predict the reactants needed to synthesize it. The reactants are: OCCN1CCN(CC(NC2C(SC)=NC(C)=CC=2SC)=O)CC1.O[CH2:26][CH2:27][N:28]1[CH2:33][CH2:32][N:31]([CH2:34][C:35]([NH:37][C:38]2[C:39]([N:50]3[CH2:54][CH2:53][CH2:52][CH2:51]3)=[N:40][C:41]([CH3:49])=[CH:42][C:43]=2[N:44]2[CH2:48][CH2:47][CH2:46][CH2:45]2)=[O:36])[CH2:30][CH2:29]1.SC1NC2C=CC=CC=2N=1.[SH:65][C:66]1[O:67][C:68]2[CH:74]=[CH:73][CH:72]=[CH:71][C:69]=2[N:70]=1. (4) The reactants are: [CH2:1]([O:8][C:9]([NH:11][C:12]1[CH:13]=[C:14]([S:25]([NH2:28])(=[O:27])=[O:26])[CH:15]=[CH:16][C:17]=1[C:18]([O:20][C:21]([CH3:24])([CH3:23])[CH3:22])=[O:19])=[O:10])[C:2]1[CH:7]=[CH:6][CH:5]=[CH:4][CH:3]=1.[Cl:29][C:30]1[CH:31]=[C:32]([NH:46][C:47](OC2C=CC=CC=2)=[O:48])[C:33](=[CH:44][CH:45]=1)[C:34]([O:36][CH2:37][C:38]1[CH:43]=[CH:42][CH:41]=[CH:40][CH:39]=1)=[O:35]. Given the product [CH2:1]([O:8][C:9]([NH:11][C:12]1[CH:13]=[C:14]([S:25]([NH:28][C:47]([NH:46][C:32]2[CH:31]=[C:30]([Cl:29])[CH:45]=[CH:44][C:33]=2[C:34]([O:36][CH2:37][C:38]2[CH:43]=[CH:42][CH:41]=[CH:40][CH:39]=2)=[O:35])=[O:48])(=[O:27])=[O:26])[CH:15]=[CH:16][C:17]=1[C:18]([O:20][C:21]([CH3:24])([CH3:23])[CH3:22])=[O:19])=[O:10])[C:2]1[CH:7]=[CH:6][CH:5]=[CH:4][CH:3]=1, predict the reactants needed to synthesize it. (5) Given the product [F:12][C:5]([F:4])([F:11])[C:6](=[O:8])[CH2:14][C:13]([C:16]1[CH:17]=[N:18][CH:19]=[CH:20][CH:21]=1)=[O:15], predict the reactants needed to synthesize it. The reactants are: [Na].CO.[F:4][C:5]([F:12])([F:11])[C:6]([O:8]CC)=O.[C:13]([C:16]1[CH:17]=[N:18][CH:19]=[CH:20][CH:21]=1)(=[O:15])[CH3:14]. (6) Given the product [C:37]([N:17]1[C:18]([CH3:27])([CH3:26])[CH2:19][C:20]2[C:25](=[CH:24][CH:23]=[CH:22][CH:21]=2)[C:16]1=[C:12]([N:11]=[N:10][C:7]1[CH:6]=[CH:5][C:4]([C:1](=[O:3])[CH3:2])=[CH:9][CH:8]=1)[C:13]([NH2:15])=[O:14])(=[O:39])[CH3:38], predict the reactants needed to synthesize it. The reactants are: [C:1]([C:4]1[CH:9]=[CH:8][C:7]([N:10]=[N:11][C:12](=[C:16]2[C:25]3[C:20](=[CH:21][CH:22]=[CH:23][CH:24]=3)[CH2:19][C:18]([CH3:27])([CH3:26])[NH:17]2)[C:13]([NH2:15])=[O:14])=[CH:6][CH:5]=1)(=[O:3])[CH3:2].CN(C1C=CC=CN=1)C.[C:37](OC(=O)C)(=[O:39])[CH3:38].